This data is from Full USPTO retrosynthesis dataset with 1.9M reactions from patents (1976-2016). The task is: Predict the reactants needed to synthesize the given product. The reactants are: [NH2:1][C:2]1[CH:3]=[C:4]([CH:29]=[CH:30][CH:31]=1)[O:5][C:6]1[C:7]2[S:28][CH:27]=[CH:26][C:8]=2[N:9]=[C:10]([NH:12][C:13]2[CH:18]=[CH:17][C:16]([N:19]3[CH2:24][CH2:23][N:22]([CH3:25])[CH2:21][CH2:20]3)=[CH:15][CH:14]=2)[N:11]=1.[Cl:32]/[CH:33]=[CH:34]\[C:35](O)=[O:36].Cl.CN(C)CCCN=C=NCC.C(Cl)(Cl)Cl. Given the product [Cl:32]/[CH:33]=[CH:34]\[C:35]([NH:1][C:2]1[CH:31]=[CH:30][CH:29]=[C:4]([O:5][C:6]2[C:7]3[S:28][CH:27]=[CH:26][C:8]=3[N:9]=[C:10]([NH:12][C:13]3[CH:14]=[CH:15][C:16]([N:19]4[CH2:20][CH2:21][N:22]([CH3:25])[CH2:23][CH2:24]4)=[CH:17][CH:18]=3)[N:11]=2)[CH:3]=1)=[O:36], predict the reactants needed to synthesize it.